From a dataset of Forward reaction prediction with 1.9M reactions from USPTO patents (1976-2016). Predict the product of the given reaction. Given the reactants [OH-].[Na+].[CH2:3]([O:10][C:11]1[CH:16]=[CH:15][C:14]([C@@H:17]2[CH2:19][C@H:18]2[C:20]([O:22]CC)=[O:21])=[CH:13][CH:12]=1)[C:4]1[CH:9]=[CH:8][CH:7]=[CH:6][CH:5]=1, predict the reaction product. The product is: [CH2:3]([O:10][C:11]1[CH:12]=[CH:13][C:14]([C@@H:17]2[CH2:19][C@H:18]2[C:20]([OH:22])=[O:21])=[CH:15][CH:16]=1)[C:4]1[CH:5]=[CH:6][CH:7]=[CH:8][CH:9]=1.